From a dataset of Catalyst prediction with 721,799 reactions and 888 catalyst types from USPTO. Predict which catalyst facilitates the given reaction. (1) Reactant: Cl.C(N=C=NCCCN(C)C)C.[O:13]=[C:14]1[C:18]([C:25]2[CH:30]=[CH:29][CH:28]=[CH:27][CH:26]=2)([C:19]2[CH:24]=[CH:23][CH:22]=[CH:21][CH:20]=2)[CH2:17][CH2:16][N:15]1[CH2:31][C:32]([OH:34])=O.[C:35]1([C:41]2([C:47]3[CH:52]=[CH:51][CH:50]=[CH:49][CH:48]=3)[O:46][CH2:45][CH2:44][NH:43][CH2:42]2)[CH:40]=[CH:39][CH:38]=[CH:37][CH:36]=1. Product: [C:47]1([C:41]2([C:35]3[CH:36]=[CH:37][CH:38]=[CH:39][CH:40]=3)[O:46][CH2:45][CH2:44][N:43]([C:32](=[O:34])[CH2:31][N:15]3[CH2:16][CH2:17][C:18]([C:25]4[CH:30]=[CH:29][CH:28]=[CH:27][CH:26]=4)([C:19]4[CH:24]=[CH:23][CH:22]=[CH:21][CH:20]=4)[C:14]3=[O:13])[CH2:42]2)[CH:52]=[CH:51][CH:50]=[CH:49][CH:48]=1. The catalyst class is: 4. (2) Reactant: Cl[C:2]1[S:3][C:4]2[CH:10]=[C:9]([O:11][CH3:12])[CH:8]=[CH:7][C:5]=2[N:6]=1.[CH:13]1([C@@H:19]([NH2:21])[CH3:20])[CH2:18][CH2:17][CH2:16][CH2:15][CH2:14]1.CCN(C(C)C)C(C)C.C(OCC)(=O)C. Product: [CH:13]1([C@@H:19]([NH:21][C:2]2[S:3][C:4]3[CH:10]=[C:9]([O:11][CH3:12])[CH:8]=[CH:7][C:5]=3[N:6]=2)[CH3:20])[CH2:18][CH2:17][CH2:16][CH2:15][CH2:14]1. The catalyst class is: 37. (3) Product: [C:36]([O:35][C:33]([N:32]1[CH:6]2[C:5]([C:3]([OH:4])=[O:2])=[C:12]([C:13]3[CH:14]=[CH:15][C:16]([CH2:19][CH2:20][CH2:21][O:22][C:23]4[C:28]([F:29])=[CH:27][CH:26]=[C:25]([F:30])[C:24]=4[Cl:31])=[CH:17][CH:18]=3)[CH2:11][CH:10]1[CH2:9][O:8][CH2:7]2)=[O:34])([CH3:39])([CH3:37])[CH3:38]. Reactant: C[O:2][C:3]([C:5]1[CH:6]2[N:32]([C:33]([O:35][C:36]([CH3:39])([CH3:38])[CH3:37])=[O:34])[CH:10]([CH2:11][C:12]=1[C:13]1[CH:18]=[CH:17][C:16]([CH2:19][CH2:20][CH2:21][O:22][C:23]3[C:28]([F:29])=[CH:27][CH:26]=[C:25]([F:30])[C:24]=3[Cl:31])=[CH:15][CH:14]=1)[CH2:9][O:8][CH2:7]2)=[O:4].[OH-].[Na+]. The catalyst class is: 14. (4) Reactant: [N:1]12[CH2:8][CH2:7][C:4]([C:9]([C:17]3[CH:22]=[CH:21][CH:20]=[CH:19][CH:18]=3)([C:11]3[CH:16]=[CH:15][CH:14]=[CH:13][CH:12]=3)[OH:10])([CH2:5][CH2:6]1)[CH2:3][CH2:2]2.[F:23][C:24]1[CH:29]=[CH:28][CH:27]=[CH:26][C:25]=1[O:30][CH2:31][CH2:32][CH2:33][Br:34]. Product: [Br-:34].[F:23][C:24]1[CH:29]=[CH:28][CH:27]=[CH:26][C:25]=1[O:30][CH2:31][CH2:32][CH2:33][N+:1]12[CH2:6][CH2:5][C:4]([C:9]([OH:10])([C:17]3[CH:22]=[CH:21][CH:20]=[CH:19][CH:18]=3)[C:11]3[CH:12]=[CH:13][CH:14]=[CH:15][CH:16]=3)([CH2:3][CH2:2]1)[CH2:7][CH2:8]2. The catalyst class is: 23.